Dataset: Reaction yield outcomes from USPTO patents with 853,638 reactions. Task: Predict the reaction yield, written as a fraction of the theoretical maximum amount of product (1.0 means a 100% yield; for example, 0.34 means a 34% yield). (1) The reactants are C(O)=O.C(N(CC)CC)C.ClCCl.[Br:14][C:15]1[CH:23]=[CH:22][CH:21]=[C:20]2[C:16]=1[CH2:17][CH2:18][C:19]2=[O:24]. The catalyst is O. The product is [Br:14][C:15]1[CH:23]=[CH:22][CH:21]=[C:20]2[C:16]=1[CH2:17][CH2:18][C@@H:19]2[OH:24]. The yield is 0.990. (2) The reactants are [Si]([O:8][N:9]=[C:10]1[C:18]2[C:13](=[CH:14][C:15]([NH:19][C:20]3[C:28]4[C:23](=[CH:24][N:25]=[CH:26][CH:27]=4)[S:22][C:21]=3[C:29]([NH:31][C:32]3[CH:37]=[CH:36][CH:35]=[CH:34][CH:33]=3)=[O:30])=[CH:16][CH:17]=2)[CH2:12][CH2:11]1)(C(C)(C)C)(C)C.CCCC[N+](CCCC)(CCCC)CCCC.[F-]. The catalyst is C(Cl)Cl.O. The product is [OH:8][N:9]=[C:10]1[C:18]2[C:13](=[CH:14][C:15]([NH:19][C:20]3[C:28]4[C:23](=[CH:24][N:25]=[CH:26][CH:27]=4)[S:22][C:21]=3[C:29]([NH:31][C:32]3[CH:37]=[CH:36][CH:35]=[CH:34][CH:33]=3)=[O:30])=[CH:16][CH:17]=2)[CH2:12][CH2:11]1. The yield is 0.650. (3) No catalyst specified. The reactants are [CH:1]([N:4]1[CH2:9][CH2:8][CH:7]([O:10][C:11]2[CH:19]=[CH:18][C:17]3[N:16]4[C@@H:20]([CH3:25])[CH2:21][NH:22][C:23](=[O:24])[C:15]4=[CH:14][C:13]=3[CH:12]=2)[CH2:6][CH2:5]1)([CH3:3])[CH3:2].[CH3:26][O:27][CH2:28][CH2:29]Br.[H-].[Na+]. The product is [CH:1]([N:4]1[CH2:9][CH2:8][CH:7]([O:10][C:11]2[CH:19]=[CH:18][C:17]3[N:16]4[C@@H:20]([CH3:25])[CH2:21][N:22]([CH2:29][CH2:28][O:27][CH3:26])[C:23](=[O:24])[C:15]4=[CH:14][C:13]=3[CH:12]=2)[CH2:6][CH2:5]1)([CH3:3])[CH3:2]. The yield is 0.500. (4) The reactants are [OH:1][CH2:2][CH2:3][CH2:4][C:5]#[C:6][C:7]1[CH:12]=[C:11]([C:13]#[C:14][CH2:15][CH2:16][CH2:17][OH:18])[CH:10]=[C:9]([C:19]#[C:20][CH2:21][CH2:22][CH2:23][OH:24])[CH:8]=1. The catalyst is CO.[Pd]. The product is [OH:1][CH2:2][CH2:3][CH2:4][CH2:5][CH2:6][C:7]1[CH:12]=[C:11]([CH2:13][CH2:14][CH2:15][CH2:16][CH2:17][OH:18])[CH:10]=[C:9]([CH2:19][CH2:20][CH2:21][CH2:22][CH2:23][OH:24])[CH:8]=1. The yield is 0.960. (5) The reactants are [OH-].[Li+].[CH2:3]([NH:5][C:6](=[O:27])[NH:7][C:8]1[CH:18]=[C:17]([NH:19][CH2:20][C:21]2[CH:22]=[N:23][CH:24]=[CH:25][CH:26]=2)[C:11]([C:12]([O:14]CC)=[O:13])=[CH:10][N:9]=1)[CH3:4].Cl. The catalyst is O.CCO. The product is [CH2:3]([NH:5][C:6](=[O:27])[NH:7][C:8]1[CH:18]=[C:17]([NH:19][CH2:20][C:21]2[CH:22]=[N:23][CH:24]=[CH:25][CH:26]=2)[C:11]([C:12]([OH:14])=[O:13])=[CH:10][N:9]=1)[CH3:4]. The yield is 0.950. (6) The reactants are F[C:2]1[CH:12]=[CH:11][C:5]([C:6]([O:8][CH2:9][CH3:10])=[O:7])=[CH:4][CH:3]=1.[NH:13]1[CH2:19][CH2:18][CH2:17][NH:16][CH2:15][CH2:14]1. The catalyst is CS(C)=O. The product is [N:13]1([C:2]2[CH:12]=[CH:11][C:5]([C:6]([O:8][CH2:9][CH3:10])=[O:7])=[CH:4][CH:3]=2)[CH2:19][CH2:18][CH2:17][NH:16][CH2:15][CH2:14]1. The yield is 0.940. (7) The reactants are [H-].[Na+].[N+:3]([C:6]1[CH:11]=[CH:10][N:9]=[C:8]([NH2:12])[CH:7]=1)([O-:5])=[O:4].[Cl:13][C:14]1[N:19]=[C:18](Cl)[C:17]([Cl:21])=[CH:16][N:15]=1. The catalyst is CN(C=O)C. The product is [Cl:13][C:14]1[N:19]=[C:18]([NH:12][C:8]2[CH:7]=[C:6]([N+:3]([O-:5])=[O:4])[CH:11]=[CH:10][N:9]=2)[C:17]([Cl:21])=[CH:16][N:15]=1. The yield is 0.130. (8) The reactants are [CH2:1]([N:8]([CH2:10][C:11]1[C:12]([C:43](O)=[O:44])=[C:13]([N:28]([CH2:34][C:35]2[C:40]([F:41])=[CH:39][CH:38]=[CH:37][C:36]=2[F:42])[C:29](OCC)=[O:30])[S:14][C:15]=1[C:16]1[CH:21]=[CH:20][C:19]([NH:22][C:23]([NH:25][O:26][CH3:27])=[O:24])=[CH:18][CH:17]=1)[CH3:9])[C:2]1[CH:7]=[CH:6][CH:5]=[CH:4][CH:3]=1.[NH2:46][C:47]1[CH:52]=[CH:51][C:50]([F:53])=[CH:49][N:48]=1. No catalyst specified. The product is [CH2:1]([N:8]([CH2:10][C:11]1[C:12]2[C:43](=[O:44])[N:46]([C:47]3[CH:52]=[CH:51][C:50]([F:53])=[CH:49][N:48]=3)[C:29](=[O:30])[N:28]([CH2:34][C:35]3[C:36]([F:42])=[CH:37][CH:38]=[CH:39][C:40]=3[F:41])[C:13]=2[S:14][C:15]=1[C:16]1[CH:17]=[CH:18][C:19]([NH:22][C:23]([NH:25][O:26][CH3:27])=[O:24])=[CH:20][CH:21]=1)[CH3:9])[C:2]1[CH:7]=[CH:6][CH:5]=[CH:4][CH:3]=1. The yield is 0.320. (9) The reactants are [C:1]([O:5][C:6]([N:8]1[CH2:13][CH2:12][C:11]([CH2:21]Br)([C:14]2[CH:19]=[CH:18][C:17]([Br:20])=[CH:16][CH:15]=2)[CH2:10][CH2:9]1)=[O:7])([CH3:4])([CH3:3])[CH3:2].C(=O)([O-])[O-].[Cs+].[Cs+].[CH3:29][O:30][C:31]1[CH:32]=[C:33]([OH:37])[CH:34]=[CH:35][CH:36]=1. The catalyst is CN(C)C=O.ClCCl. The product is [C:1]([O:5][C:6]([N:8]1[CH2:9][CH2:10][C:11]([C:14]2[CH:19]=[CH:18][C:17]([Br:20])=[CH:16][CH:15]=2)([CH2:21][O:37][C:33]2[CH:34]=[CH:35][CH:36]=[C:31]([O:30][CH3:29])[CH:32]=2)[CH2:12][CH2:13]1)=[O:7])([CH3:2])([CH3:4])[CH3:3]. The yield is 1.00. (10) The yield is 0.340. The catalyst is CO.C1COCC1.[Pd].O.C(#N)C. The product is [CH2:21]([C:16]1([OH:23])[C:15]2[CH:14]=[CH:13][NH:12][C:11](=[O:24])[C:10]=2[CH2:9][O:19][C:18](=[O:20])[CH2:17]1)[CH3:22]. The reactants are C(O[CH2:9][C:10]1[C:11]([O:24]C)=[N:12][CH:13]=[CH:14][C:15]=1[C:16]([OH:23])([CH2:21][CH3:22])[CH2:17][C:18]([OH:20])=[O:19])C1C=CC=CC=1.C([O-])=O.[NH4+].C1(N=C=NC2CCCCC2)CCCCC1.[I-].[Na+].C[Si](Cl)(C)C.